Predict the reaction yield, written as a fraction of the theoretical maximum amount of product (1.0 means a 100% yield; for example, 0.34 means a 34% yield). From a dataset of Reaction yield outcomes from USPTO patents with 853,638 reactions. (1) The reactants are [C:1]([C:7]([O:9][CH3:10])=[O:8])#[C:2][C:3](OC)=[O:4].Cl.[F:12][C:13]1[CH:18]=[CH:17][CH:16]=[CH:15][C:14]=1[NH:19][NH2:20].C(N(CC)CC)C. The catalyst is CO. The product is [F:12][C:13]1[CH:18]=[CH:17][CH:16]=[CH:15][C:14]=1[N:19]1[C:3]([OH:4])=[CH:2][C:1]([C:7]([O:9][CH3:10])=[O:8])=[N:20]1. The yield is 1.00. (2) The reactants are [CH3:1][O:2][C:3](=[O:12])[C:4]1[CH:9]=[C:8]([Br:10])[CH:7]=[CH:6][C:5]=1[OH:11].[CH2:13](O)[C:14]1[CH:19]=[CH:18][CH:17]=[CH:16][CH:15]=1.C1(P(C2C=CC=CC=2)C2C=CC=CC=2)C=CC=CC=1.N(C(OC(C)C)=O)=NC(OC(C)C)=O. The catalyst is C(Cl)Cl. The product is [CH3:1][O:2][C:3](=[O:12])[C:4]1[CH:9]=[C:8]([Br:10])[CH:7]=[CH:6][C:5]=1[O:11][CH2:13][C:14]1[CH:19]=[CH:18][CH:17]=[CH:16][CH:15]=1. The yield is 0.610. (3) The reactants are Cl[C:2]1[C:11]2[C:6](=[CH:7][C:8]([O:12][CH3:13])=[CH:9][CH:10]=2)[CH:5]=[CH:4][N:3]=1.[F-:14].[Cs+].CS(C)=O. The catalyst is CCOC(C)=O. The product is [F:14][C:2]1[C:11]2[C:6](=[CH:7][C:8]([O:12][CH3:13])=[CH:9][CH:10]=2)[CH:5]=[CH:4][N:3]=1. The yield is 0.0800. (4) The reactants are [Cl:1][C:2]1[C:3]([F:28])=[C:4]([C@@H:14]([CH:19]([C:24]([O:26][CH3:27])=[O:25])[C:20](OC)=[O:21])[CH2:15][N+:16]([O-])=O)[C:5]([O:11][CH2:12][CH3:13])=[C:6]([C@H:8]([OH:10])[CH3:9])[CH:7]=1. The catalyst is O1CCCC1.[Ni]. The product is [Cl:1][C:2]1[C:3]([F:28])=[C:4]([C@@H:14]2[CH2:15][NH:16][C:20](=[O:21])[CH:19]2[C:24]([O:26][CH3:27])=[O:25])[C:5]([O:11][CH2:12][CH3:13])=[C:6]([C@H:8]([OH:10])[CH3:9])[CH:7]=1. The yield is 0.930.